The task is: Regression. Given two drug SMILES strings and cell line genomic features, predict the synergy score measuring deviation from expected non-interaction effect.. This data is from NCI-60 drug combinations with 297,098 pairs across 59 cell lines. (1) Drug 1: CC(C1=C(C=CC(=C1Cl)F)Cl)OC2=C(N=CC(=C2)C3=CN(N=C3)C4CCNCC4)N. Drug 2: COCCOC1=C(C=C2C(=C1)C(=NC=N2)NC3=CC=CC(=C3)C#C)OCCOC.Cl. Cell line: PC-3. Synergy scores: CSS=13.2, Synergy_ZIP=-2.02, Synergy_Bliss=3.21, Synergy_Loewe=-0.297, Synergy_HSA=3.21. (2) Drug 1: C1=NC2=C(N1)C(=S)N=CN2. Drug 2: CCN(CC)CCCC(C)NC1=C2C=C(C=CC2=NC3=C1C=CC(=C3)Cl)OC. Cell line: HCT-15. Synergy scores: CSS=34.6, Synergy_ZIP=-2.40, Synergy_Bliss=5.39, Synergy_Loewe=-1.59, Synergy_HSA=3.83. (3) Drug 1: C1C(C(OC1N2C=C(C(=O)NC2=O)F)CO)O. Drug 2: CC12CCC3C(C1CCC2OP(=O)(O)O)CCC4=C3C=CC(=C4)OC(=O)N(CCCl)CCCl.[Na+]. Cell line: SK-OV-3. Synergy scores: CSS=7.86, Synergy_ZIP=-2.47, Synergy_Bliss=1.06, Synergy_Loewe=-6.87, Synergy_HSA=-3.54. (4) Drug 1: C1C(C(OC1N2C=C(C(=O)NC2=O)F)CO)O. Drug 2: C1CC(C1)(C(=O)O)C(=O)O.[NH2-].[NH2-].[Pt+2]. Cell line: CAKI-1. Synergy scores: CSS=9.44, Synergy_ZIP=-4.25, Synergy_Bliss=-0.805, Synergy_Loewe=-6.16, Synergy_HSA=0.848.